Dataset: CYP2C19 inhibition data for predicting drug metabolism from PubChem BioAssay. Task: Regression/Classification. Given a drug SMILES string, predict its absorption, distribution, metabolism, or excretion properties. Task type varies by dataset: regression for continuous measurements (e.g., permeability, clearance, half-life) or binary classification for categorical outcomes (e.g., BBB penetration, CYP inhibition). Dataset: cyp2c19_veith. (1) The result is 1 (inhibitor). The compound is COc1ccc(CCn2c(C)cc(C(=O)CSc3nc(N)cc(=O)[nH]3)c2C)cc1. (2) The compound is COC(=O)[C@@]1(Cc2ccc(OC)cc2)[C@H]2c3cc(C(=O)N(C)C)n(Cc4ccc(S(C)(=O)=O)cc4)c3C[C@H]2CN1C(=O)c1ccccc1. The result is 0 (non-inhibitor). (3) The compound is COCCCNC(=O)/C=C/c1ccc(Cl)cc1. The result is 0 (non-inhibitor). (4) The compound is CN(C)c1ccc(C2N([C@H](C#N)c3ccc(N(C)C)cc3)CCCN2[C@@H](C#N)c2ccc(N(C)C)cc2)cc1. The result is 0 (non-inhibitor).